Dataset: Forward reaction prediction with 1.9M reactions from USPTO patents (1976-2016). Task: Predict the product of the given reaction. Given the reactants [Cl:1][C:2]1[CH:7]=[CH:6][CH:5]=[C:4]([Cl:8])[C:3]=1[CH2:9][S:10]([C:13]1[CH:14]=[C:15]2[C:19](=[CH:20][CH:21]=1)[NH:18][C:17](=[O:22])/[C:16]/2=[CH:23]\[C:24]1[NH:28][C:27]([CH3:29])=[C:26]([CH2:30][C:31]([OH:33])=O)[C:25]=1[CH3:34])(=[O:12])=[O:11].[CH:35]1[CH:36]=[CH:37][C:38]2[N:43](O)N=[N:41][C:39]=2C=1.CCN=C=NCCCN(C)C.N1CCCC1C[C@H:62]1C[CH2:65][C@@H:64]([OH:67])[CH2:63]1, predict the reaction product. The product is: [Cl:8][C:4]1[CH:5]=[CH:6][CH:7]=[C:2]([Cl:1])[C:3]=1[CH2:9][S:10]([C:13]1[CH:14]=[C:15]2[C:19](=[CH:20][CH:21]=1)[NH:18][C:17](=[O:22])/[C:16]/2=[CH:23]\[C:24]1[NH:28][C:27]([CH3:29])=[C:26]([CH2:30][C:31]([N:43]2[CH2:35][CH2:36][CH2:37][C@@H:38]2[CH2:39][N:41]2[CH2:62][CH2:63][C@@H:64]([OH:67])[CH2:65]2)=[O:33])[C:25]=1[CH3:34])(=[O:12])=[O:11].